From a dataset of Full USPTO retrosynthesis dataset with 1.9M reactions from patents (1976-2016). Predict the reactants needed to synthesize the given product. (1) Given the product [Br:21][C:22]1[CH:28]=[CH:27][C:26]([F:29])=[CH:25][C:23]=1[NH:24][C:2]1[CH:17]=[C:16]([CH:18]2[CH2:20][CH2:19]2)[C:5]([C:6]([NH:8][CH2:9][CH:10]2[CH2:15][CH2:14][O:13][CH2:12][CH2:11]2)=[O:7])=[CH:4][N:3]=1, predict the reactants needed to synthesize it. The reactants are: Cl[C:2]1[CH:17]=[C:16]([CH:18]2[CH2:20][CH2:19]2)[C:5]([C:6]([NH:8][CH2:9][CH:10]2[CH2:15][CH2:14][O:13][CH2:12][CH2:11]2)=[O:7])=[CH:4][N:3]=1.[Br:21][C:22]1[CH:28]=[CH:27][C:26]([F:29])=[CH:25][C:23]=1[NH2:24].C(=O)([O-])[O-].[Cs+].[Cs+].C1(P(C2C=CC=CC=2)C2C3OC4C(=CC=CC=4P(C4C=CC=CC=4)C4C=CC=CC=4)C(C)(C)C=3C=CC=2)C=CC=CC=1. (2) Given the product [F:26][C:27]1[CH:32]=[C:31]([F:33])[CH:30]=[CH:29][C:28]=1[N:34]([CH3:35])[C:8]([C:5]1[C:4]([NH:11][S:12]([C:15]2[CH:20]=[CH:19][C:18]([Cl:21])=[C:17]([C:22]([F:23])([F:24])[F:25])[CH:16]=2)(=[O:14])=[O:13])=[CH:3][C:2]([Cl:1])=[CH:7][N:6]=1)=[O:10], predict the reactants needed to synthesize it. The reactants are: [Cl:1][C:2]1[CH:3]=[C:4]([NH:11][S:12]([C:15]2[CH:20]=[CH:19][C:18]([Cl:21])=[C:17]([C:22]([F:25])([F:24])[F:23])[CH:16]=2)(=[O:14])=[O:13])[C:5]([C:8]([OH:10])=O)=[N:6][CH:7]=1.[F:26][C:27]1[CH:32]=[C:31]([F:33])[CH:30]=[CH:29][C:28]=1[NH:34][CH3:35].F[P-](F)(F)(F)(F)F.N1(O[P+](N(C)C)(N(C)C)N(C)C)C2C=CC=CC=2N=N1.CCN(C(C)C)C(C)C. (3) Given the product [CH:1]1[C:13]2[CH:12]([CH2:14][O:15][C:16]([N:18]3[C@H:25]4[C@H:21]([N:22]([C:27]([O:29][C:30]([CH3:33])([CH3:32])[CH3:31])=[O:28])[CH2:23][C:24]4=[O:26])[CH2:20][CH2:19]3)=[O:17])[C:11]3[C:6](=[CH:7][CH:8]=[CH:9][CH:10]=3)[C:5]=2[CH:4]=[CH:3][CH:2]=1, predict the reactants needed to synthesize it. The reactants are: [CH:1]1[C:13]2[CH:12]([CH2:14][O:15][C:16]([N:18]3[C@H:25]4[C@H:21]([N:22]([C:27]([O:29][C:30]([CH3:33])([CH3:32])[CH3:31])=[O:28])[CH2:23][C@@H:24]4[OH:26])[CH2:20][CH2:19]3)=[O:17])[C:11]3[C:6](=[CH:7][CH:8]=[CH:9][CH:10]=3)[C:5]=2[CH:4]=[CH:3][CH:2]=1.CC(OI1(OC(C)=O)(OC(C)=O)OC(=O)C2C=CC=CC1=2)=O. (4) Given the product [Cl:1][C:2]1[CH:3]=[N:4][C:5]2[N:6]([N:8]=[C:9]([C:11]([N:20]3[CH2:19][CH2:18][C:17]4[C:22](=[CH:23][CH:24]=[C:15]([F:14])[CH:16]=4)[CH:21]3[CH3:25])=[O:13])[CH:10]=2)[CH:7]=1, predict the reactants needed to synthesize it. The reactants are: [Cl:1][C:2]1[CH:3]=[N:4][C:5]2[N:6]([N:8]=[C:9]([C:11]([OH:13])=O)[CH:10]=2)[CH:7]=1.[F:14][C:15]1[CH:16]=[C:17]2[C:22](=[CH:23][CH:24]=1)[CH:21]([CH3:25])[NH:20][CH2:19][CH2:18]2. (5) Given the product [N:17]1([C:2]2[N:7]=[C:6]([C:8]3[C:16]4[C:11](=[N:12][CH:13]=[CH:14][N:15]=4)[NH:10][N:9]=3)[CH:5]=[CH:4][CH:3]=2)[CH2:22][CH2:21][NH:20][CH2:19][CH2:18]1, predict the reactants needed to synthesize it. The reactants are: Cl[C:2]1[N:7]=[C:6]([C:8]2[C:16]3[C:11](=[N:12][CH:13]=[CH:14][N:15]=3)[NH:10][N:9]=2)[CH:5]=[CH:4][CH:3]=1.[NH:17]1[CH2:22][CH2:21][NH:20][CH2:19][CH2:18]1. (6) Given the product [Cl:1][C:2]1[CH:3]=[C:4]([C:12]2[N:16]=[C:15]([C:17]3[CH:18]=[C:19]4[C:23](=[CH:24][CH:25]=3)[N:22]([CH:26]3[CH2:30][CH2:29][CH:28]([C:31]([OH:33])=[O:32])[CH2:27]3)[CH:21]=[CH:20]4)[O:14][N:13]=2)[CH:5]=[CH:6][C:7]=1[O:8][CH:9]([CH3:11])[CH3:10], predict the reactants needed to synthesize it. The reactants are: [Cl:1][C:2]1[CH:3]=[C:4]([C:12]2[N:16]=[C:15]([C:17]3[CH:18]=[C:19]4[C:23](=[CH:24][CH:25]=3)[N:22]([CH:26]3[CH2:30][CH2:29][CH:28]([C:31]([O:33]C)=[O:32])[CH2:27]3)[CH:21]=[CH:20]4)[O:14][N:13]=2)[CH:5]=[CH:6][C:7]=1[O:8][CH:9]([CH3:11])[CH3:10].[OH-].[Na+].Cl. (7) Given the product [Cl:49][C:50]1[CH:62]=[CH:61][C:53]2[NH:54][C:55]([C@@H:57]([NH:60][C:5](=[O:7])[C:4]3[CH:8]=[CH:9][C:10]([C:11]([N:13]4[CH2:17][CH2:16][CH2:15][CH2:14]4)=[O:12])=[C:2]([CH3:1])[CH:3]=3)[CH2:58][CH3:59])=[N:56][C:52]=2[CH:51]=1, predict the reactants needed to synthesize it. The reactants are: [CH3:1][C:2]1[CH:3]=[C:4]([CH:8]=[CH:9][C:10]=1[C:11]([N:13]1[CH2:17][CH2:16][CH2:15][CH2:14]1)=[O:12])[C:5]([OH:7])=O.CN(C(ON1N=NC2C=CC=CC1=2)=[N+](C)C)C.[B-](F)(F)(F)F.C(N(C(C)C)CC)(C)C.[Cl:49][C:50]1[CH:62]=[CH:61][C:53]2[NH:54][C:55]([C@@H:57]([NH2:60])[CH2:58][CH3:59])=[N:56][C:52]=2[CH:51]=1.ClCl.